This data is from Forward reaction prediction with 1.9M reactions from USPTO patents (1976-2016). The task is: Predict the product of the given reaction. (1) Given the reactants [Cl:1][C:2]1[N:12]=[CH:11][C:10]2[O:9][CH2:8][CH2:7][N:6]3[CH:13]=[C:14]([C:16]([NH2:18])=[O:17])[N:15]=[C:5]3[C:4]=2[CH:3]=1.CO[CH:21](OC)[N:22]([CH3:24])[CH3:23], predict the reaction product. The product is: [Cl:1][C:2]1[N:12]=[CH:11][C:10]2[O:9][CH2:8][CH2:7][N:6]3[CH:13]=[C:14]([C:16]([N:18]=[CH:21][N:22]([CH3:24])[CH3:23])=[O:17])[N:15]=[C:5]3[C:4]=2[CH:3]=1. (2) Given the reactants [CH2:1]([N:3]1[C:7]2=[N:8][C:9]([CH2:32][CH3:33])=[C:10]([CH2:19][NH:20][C:21]([C:23]3[CH:24]=[C:25]([CH:29]=[CH:30][CH:31]=3)[C:26]([OH:28])=O)=[O:22])[C:11]([NH:12][CH:13]3[CH2:18][CH2:17][O:16][CH2:15][CH2:14]3)=[C:6]2[CH:5]=[N:4]1)[CH3:2].[Br:34][C:35]1[CH:36]=[C:37]([CH2:43][NH2:44])[CH:38]=[CH:39][C:40]=1[O:41][CH3:42].CN(C(ON1N=NC2C=CC=CC1=2)=[N+](C)C)C.F[P-](F)(F)(F)(F)F, predict the reaction product. The product is: [Br:34][C:35]1[CH:36]=[C:37]([CH2:43][NH:44][C:26]([C:25]2[CH:29]=[CH:30][CH:31]=[C:23]([C:21]([NH:20][CH2:19][C:10]3[C:11]([NH:12][CH:13]4[CH2:18][CH2:17][O:16][CH2:15][CH2:14]4)=[C:6]4[CH:5]=[N:4][N:3]([CH2:1][CH3:2])[C:7]4=[N:8][C:9]=3[CH2:32][CH3:33])=[O:22])[CH:24]=2)=[O:28])[CH:38]=[CH:39][C:40]=1[O:41][CH3:42]. (3) Given the reactants [OH-:1].[K+].[CH3:3][O:4][C:5]1[CH:12]=[CH:11][CH:10]=[CH:9][C:6]=1[C:7]#[N:8].Cl.[NH2:14]O, predict the reaction product. The product is: [OH:1][NH:8][C:7](=[NH:14])[C:6]1[CH:9]=[CH:10][CH:11]=[CH:12][C:5]=1[O:4][CH3:3]. (4) Given the reactants Cl.Cl.[CH2:3]([C:5]1[N:9]([C:10]2[N:18]=[C:17]3[C:13]([N:14]=[C:15]([C:20]4([OH:26])[CH2:25][CH2:24][CH2:23][NH:22][CH2:21]4)[N:16]3[CH3:19])=[C:12]([N:27]3[CH2:32][CH2:31][O:30][CH2:29][CH2:28]3)[N:11]=2)[C:8]2[CH:33]=[CH:34][CH:35]=[CH:36][C:7]=2[N:6]=1)[CH3:4].CCN(C(C)C)C(C)C.[CH3:46][S:47](Cl)(=[O:49])=[O:48], predict the reaction product. The product is: [CH2:3]([C:5]1[N:9]([C:10]2[N:18]=[C:17]3[C:13]([N:14]=[C:15]([C:20]4([OH:26])[CH2:25][CH2:24][CH2:23][N:22]([S:47]([CH3:46])(=[O:49])=[O:48])[CH2:21]4)[N:16]3[CH3:19])=[C:12]([N:27]3[CH2:28][CH2:29][O:30][CH2:31][CH2:32]3)[N:11]=2)[C:8]2[CH:33]=[CH:34][CH:35]=[CH:36][C:7]=2[N:6]=1)[CH3:4]. (5) Given the reactants [CH3:1][N:2]1[C:6]2[CH:7]=[CH:8][C:9]([C:11]([OH:13])=O)=[CH:10][C:5]=2[N:4]=[C:3]1[NH:14][C:15]1[S:16][C:17]2[CH:23]=[CH:22][C:21]([O:24][C:25]([F:28])([F:27])[F:26])=[CH:20][C:18]=2[N:19]=1.CN.[CH3:31][N:32](C(ON1N=NC2C=CC=CC1=2)=[N+](C)C)C.F[P-](F)(F)(F)(F)F.CCN(C(C)C)C(C)C, predict the reaction product. The product is: [CH3:31][NH:32][C:11]([C:9]1[CH:8]=[CH:7][C:6]2[N:2]([CH3:1])[C:3]([NH:14][C:15]3[S:16][C:17]4[CH:23]=[CH:22][C:21]([O:24][C:25]([F:26])([F:27])[F:28])=[CH:20][C:18]=4[N:19]=3)=[N:4][C:5]=2[CH:10]=1)=[O:13]. (6) Given the reactants [Br:1][C:2]1[CH:7]=[CH:6][C:5]([S:8]([NH:11][C@H:12]([C:28]([OH:30])=[O:29])[CH2:13][CH2:14][CH2:15][CH2:16][NH:17][S:18]([C:21]2[CH:26]=[CH:25][C:24]([Br:27])=[CH:23][CH:22]=2)(=[O:20])=[O:19])(=[O:10])=[O:9])=[CH:4][CH:3]=1.[F:31][C:32]1[CH:39]=[CH:38][C:35]([CH2:36]Br)=[CH:34][CH:33]=1, predict the reaction product. The product is: [Br:1][C:2]1[CH:7]=[CH:6][C:5]([S:8]([NH:11][C@H:12]([C:28]([OH:30])=[O:29])[CH2:13][CH2:14][CH2:15][CH2:16][N:17]([S:18]([C:21]2[CH:22]=[CH:23][C:24]([Br:27])=[CH:25][CH:26]=2)(=[O:20])=[O:19])[CH2:36][C:35]2[CH:38]=[CH:39][C:32]([F:31])=[CH:33][CH:34]=2)(=[O:10])=[O:9])=[CH:4][CH:3]=1. (7) Given the reactants [Cl:1][C:2]1[C:3](=[O:18])[N:4]([CH2:9][C:10]2[CH:15]=[CH:14][C:13]([O:16][CH3:17])=[CH:12][CH:11]=2)[CH:5]=C(Cl)N=1.[CH3:19][O:20][C:21](=[O:28])[C:22]#[C:23][C:24]([O:26][CH3:27])=[O:25], predict the reaction product. The product is: [Cl:1][C:2]1[C:3](=[O:18])[N:4]([CH2:9][C:10]2[CH:11]=[CH:12][C:13]([O:16][CH3:17])=[CH:14][CH:15]=2)[CH:5]=[C:22]([C:21]([O:20][CH3:19])=[O:28])[C:23]=1[C:24]([O:26][CH3:27])=[O:25].